From a dataset of Forward reaction prediction with 1.9M reactions from USPTO patents (1976-2016). Predict the product of the given reaction. (1) Given the reactants CC([CH:5]1[CH2:10][N:9]([CH2:11][CH:12]([O:24][CH2:25][CH3:26])[C:13]2[CH:22]=[CH:21][C:16]3[C:17](=[O:20])[O:18][CH2:19][C:15]=3[C:14]=2[CH3:23])[CH2:8][CH2:7][N:6]1C([O-])=O)(C)C.[ClH:30], predict the reaction product. The product is: [ClH:30].[CH2:25]([O:24][CH:12]([C:13]1[CH:22]=[CH:21][C:16]2[C:17](=[O:20])[O:18][CH2:19][C:15]=2[C:14]=1[CH3:23])[CH2:11][N:9]1[CH2:10][CH2:5][NH:6][CH2:7][CH2:8]1)[CH3:26]. (2) Given the reactants [Na+].[C:2]([C:4]1[CH:5]=[C:6]([C:14]2[S:18][C:17]([C:19]3[C:20]([CH3:34])=[C:21]4[C:26](=[CH:27][CH:28]=3)[CH2:25][N:24]([CH2:29][CH2:30][C:31]([O-])=[O:32])[CH2:23][CH2:22]4)=[N:16][N:15]=2)[CH:7]=[CH:8][C:9]=1[O:10][CH:11]([CH3:13])[CH3:12])#[N:3].C([N:37](CC)CC)C.C(Cl)CCl, predict the reaction product. The product is: [C:2]([C:4]1[CH:5]=[C:6]([C:14]2[S:18][C:17]([C:19]3[C:20]([CH3:34])=[C:21]4[C:26](=[CH:27][CH:28]=3)[CH2:25][N:24]([CH2:29][CH2:30][C:31]([NH2:37])=[O:32])[CH2:23][CH2:22]4)=[N:16][N:15]=2)[CH:7]=[CH:8][C:9]=1[O:10][CH:11]([CH3:12])[CH3:13])#[N:3].